This data is from Reaction yield outcomes from USPTO patents with 853,638 reactions. The task is: Predict the reaction yield, written as a fraction of the theoretical maximum amount of product (1.0 means a 100% yield; for example, 0.34 means a 34% yield). (1) The reactants are Br[C:2]1[CH:10]=[CH:9][CH:8]=[C:7]2[C:3]=1[CH:4]=[CH:5][N:6]2[S:11]([C:14]1[CH:19]=[CH:18][C:17]([CH3:20])=[CH:16][CH:15]=1)(=[O:13])=[O:12].[CH2:21]([Sn](CCCC)(CCCC)C=C)[CH2:22]CC. The catalyst is C1(C)C=CC=CC=1. The product is [CH3:20][C:17]1[CH:18]=[CH:19][C:14]([S:11]([N:6]2[C:7]3[C:3](=[C:2]([CH:21]=[CH2:22])[CH:10]=[CH:9][CH:8]=3)[CH:4]=[CH:5]2)(=[O:13])=[O:12])=[CH:15][CH:16]=1. The yield is 0.770. (2) The reactants are [CH2:1]([O:8][C:9]1[N:14]=[CH:13][C:12]([CH2:15]O)=[CH:11][CH:10]=1)[C:2]1[CH:7]=[CH:6][CH:5]=[CH:4][CH:3]=1.S(Cl)([Cl:19])=O.C(=O)(O)[O-].[Na+]. The catalyst is ClCCl. The product is [CH2:1]([O:8][C:9]1[CH:10]=[CH:11][C:12]([CH2:15][Cl:19])=[CH:13][N:14]=1)[C:2]1[CH:7]=[CH:6][CH:5]=[CH:4][CH:3]=1. The yield is 0.870.